From a dataset of TCR-epitope binding with 47,182 pairs between 192 epitopes and 23,139 TCRs. Binary Classification. Given a T-cell receptor sequence (or CDR3 region) and an epitope sequence, predict whether binding occurs between them. (1) The epitope is IIKDYGKQM. The TCR CDR3 sequence is CSARARDYSASQETQYF. Result: 0 (the TCR does not bind to the epitope). (2) Result: 1 (the TCR binds to the epitope). The TCR CDR3 sequence is CATQRGDTGELFF. The epitope is MPASWVMRI. (3) Result: 0 (the TCR does not bind to the epitope). The epitope is KEIDRLNEV. The TCR CDR3 sequence is CASSSDRSFYGYTF.